From a dataset of Full USPTO retrosynthesis dataset with 1.9M reactions from patents (1976-2016). Predict the reactants needed to synthesize the given product. Given the product [NH2:31][C:10]1[N:11]2[CH2:15][CH2:14][N:13]=[C:12]2[C:8]([C:17]2[CH:22]=[CH:21][C:20]([OH:23])=[CH:19][CH:18]=2)([C:4]2[CH:5]=[CH:6][CH:7]=[C:2]([Br:1])[CH:3]=2)[N:9]=1, predict the reactants needed to synthesize it. The reactants are: [Br:1][C:2]1[CH:3]=[C:4]([C:8]2([C:17]3[CH:22]=[CH:21][C:20]([OH:23])=[CH:19][CH:18]=3)[C:12]3=[N:13][CH2:14][CH2:15][N:11]3[C:10](=S)[NH:9]2)[CH:5]=[CH:6][CH:7]=1.C(OO)(C)(C)C.[OH-].[NH4+:31].